Dataset: Full USPTO retrosynthesis dataset with 1.9M reactions from patents (1976-2016). Task: Predict the reactants needed to synthesize the given product. (1) Given the product [C:1]([O:5][C@@H:6]([C:12]1[C:13]([CH3:32])=[N:14][C:15]2[N:16]([N:24]=[C:25]([C:27]([OH:29])=[O:28])[CH:26]=2)[C:17]=1/[CH:18]=[CH:19]/[CH2:20][CH:21]([CH3:22])[CH3:23])[C:7]([O:9][CH2:10][CH3:11])=[O:8])([CH3:3])([CH3:4])[CH3:2], predict the reactants needed to synthesize it. The reactants are: [C:1]([O:5][C@@H:6]([C:12]1[C:13]([CH3:32])=[N:14][C:15]2[N:16]([N:24]=[C:25]([C:27]([O:29]CC)=[O:28])[CH:26]=2)[C:17]=1/[CH:18]=[CH:19]/[CH2:20][CH:21]([CH3:23])[CH3:22])[C:7]([O:9][CH2:10][CH3:11])=[O:8])([CH3:4])([CH3:3])[CH3:2].[OH-].[Na+]. (2) Given the product [CH2:1]([N:8]1[C:16]2[C:11](=[CH:12][C:13]([C:18]3[CH:23]=[CH:22][CH:21]=[CH:20][CH:19]=3)=[CH:14][CH:15]=2)[CH:10]=[CH:9]1)[C:2]1[CH:7]=[CH:6][CH:5]=[CH:4][CH:3]=1, predict the reactants needed to synthesize it. The reactants are: [CH2:1]([N:8]1[C:16]2[C:11](=[CH:12][C:13](Br)=[CH:14][CH:15]=2)[CH:10]=[CH:9]1)[C:2]1[CH:7]=[CH:6][CH:5]=[CH:4][CH:3]=1.[C:18]1(B(O)O)[CH:23]=[CH:22][CH:21]=[CH:20][CH:19]=1.ClCCl.C(=O)([O-])[O-].[K+].[K+]. (3) The reactants are: [CH2:1]([C:3]1[N:4]([CH2:9][CH2:10][NH2:11])[CH:5]=[C:6]([I:8])[N:7]=1)[CH3:2].[F:12][C:13]1[CH:18]=[C:17]([C:19]([F:22])([F:21])[F:20])[CH:16]=[CH:15][C:14]=1[CH2:23][CH2:24][CH:25]=O. Given the product [CH2:1]([C:3]1[N:4]2[CH2:9][CH2:10][NH:11][CH:25]([CH2:24][CH2:23][C:14]3[CH:15]=[CH:16][C:17]([C:19]([F:20])([F:21])[F:22])=[CH:18][C:13]=3[F:12])[C:5]2=[C:6]([I:8])[N:7]=1)[CH3:2], predict the reactants needed to synthesize it. (4) Given the product [CH:30]1([C:34]([NH:2][C:3]2[N:4]=[C:5]3[CH:10]=[CH:9][C:8]([O:11][C:12]4[CH:13]=[CH:14][C:15]([CH3:28])=[C:16]([NH:18][C:19]([C:21]5[N:25]([CH3:26])[N:24]=[C:23]([CH3:27])[CH:22]=5)=[O:20])[CH:17]=4)=[N:7][N:6]3[CH:29]=2)=[O:35])[CH2:33][CH2:32][CH2:31]1, predict the reactants needed to synthesize it. The reactants are: Cl.[NH2:2][C:3]1[N:4]=[C:5]2[CH:10]=[CH:9][C:8]([O:11][C:12]3[CH:13]=[CH:14][C:15]([CH3:28])=[C:16]([NH:18][C:19]([C:21]4[N:25]([CH3:26])[N:24]=[C:23]([CH3:27])[CH:22]=4)=[O:20])[CH:17]=3)=[N:7][N:6]2[CH:29]=1.[CH:30]1([C:34](Cl)=[O:35])[CH2:33][CH2:32][CH2:31]1. (5) Given the product [O:18]([C:25]1[CH:24]=[C:23]([C:27]2[N:28]([C:32]3[CH:37]=[CH:36][CH:35]=[CH:34][C:33]=3[CH3:38])[CH:29]=[CH:30][N:31]=2)[CH:22]=[CH:21][CH:26]=1)[C:14]1[CH:13]=[C:12]([C:8]2[N:7]([C:2]3[CH:3]=[CH:4][CH:5]=[CH:6][C:1]=3[CH3:19])[CH:11]=[CH:10][N:9]=2)[CH:17]=[CH:16][CH:15]=1, predict the reactants needed to synthesize it. The reactants are: [C:1]1([CH3:19])[CH:6]=[CH:5][CH:4]=[CH:3][C:2]=1[N:7]1[CH:11]=[CH:10][N:9]=[C:8]1[C:12]1[CH:13]=[C:14]([OH:18])[CH:15]=[CH:16][CH:17]=1.I[C:21]1[CH:22]=[C:23]([C:27]2[N:28]([C:32]3[CH:37]=[CH:36][CH:35]=[CH:34][C:33]=3[CH3:38])[CH:29]=[CH:30][N:31]=2)[CH:24]=[CH:25][CH:26]=1.N1C=CC=CC=1C(O)=O.O.[O-]P([O-])([O-])=O.[K+].[K+].[K+]. (6) Given the product [C:12]1([C:18]2[CH:23]=[CH:22][CH:21]=[CH:20][N+:19]=2[O-:9])[CH:13]=[CH:14][CH:15]=[CH:16][CH:17]=1, predict the reactants needed to synthesize it. The reactants are: ClC1C=CC=C(C(OO)=[O:9])C=1.[C:12]1([C:18]2[CH:23]=[CH:22][CH:21]=[CH:20][N:19]=2)[CH:17]=[CH:16][CH:15]=[CH:14][CH:13]=1.C([O-])(O)=O.[Na+]. (7) Given the product [Cl:1][C:2]1[CH:3]=[C:4]2[C:12](=[CH:13][CH:14]=1)[NH:11][C:10]1[CH:9]([NH:15][C:21]([C:17]3[O:16][CH:20]=[CH:19][CH:18]=3)=[O:22])[CH2:8][CH2:7][CH2:6][C:5]2=1, predict the reactants needed to synthesize it. The reactants are: [Cl:1][C:2]1[CH:3]=[C:4]2[C:12](=[CH:13][CH:14]=1)[NH:11][C:10]1[CH:9]([NH2:15])[CH2:8][CH2:7][CH2:6][C:5]2=1.[O:16]1[CH:20]=[CH:19][CH:18]=[C:17]1[C:21](Cl)=[O:22]. (8) Given the product [NH2:1][C:4]1[CH:5]=[N:6][CH:7]=[CH:8][C:9]=1[N:10]1[CH2:15][CH2:14][CH:13]([N:16]([CH3:25])[C:17](=[O:23])[O:18][C:19]([CH3:22])([CH3:21])[CH3:20])[CH2:12][CH2:11]1, predict the reactants needed to synthesize it. The reactants are: [N+:1]([C:4]1[CH:5]=[N:6][CH:7]=[CH:8][C:9]=1[N:10]1[CH2:15][CH2:14][CH:13]([NH:16][C:17](=[O:23])[O:18][C:19]([CH3:22])([CH3:21])[CH3:20])[CH2:12][CH2:11]1)([O-])=O.I[CH3:25].[H-].[Na+].